This data is from Catalyst prediction with 721,799 reactions and 888 catalyst types from USPTO. The task is: Predict which catalyst facilitates the given reaction. (1) Reactant: [CH3:1][O:2][C:3]([C:5]1[C:13]2[C:8](=[CH:9][CH:10]=[C:11]([O:14][C:15]3[CH:20]=[CH:19][C:18]([O:21][CH:22]([CH3:24])[CH3:23])=[CH:17][CH:16]=3)[CH:12]=2)[N:7]([C:25]2[CH:30]=[CH:29][C:28]([OH:31])=[CH:27][CH:26]=2)[C:6]=1[CH2:32][C:33]([O:35][CH3:36])=[O:34])=[O:4].[CH3:37][C:38]1[CH:45]=[CH:44][C:41]([CH2:42]Br)=[CH:40][CH:39]=1.C([O-])([O-])=O.[K+].[K+]. Product: [CH3:1][O:2][C:3]([C:5]1[C:13]2[C:8](=[CH:9][CH:10]=[C:11]([O:14][C:15]3[CH:16]=[CH:17][C:18]([O:21][CH:22]([CH3:23])[CH3:24])=[CH:19][CH:20]=3)[CH:12]=2)[N:7]([C:25]2[CH:26]=[CH:27][C:28]([O:31][CH2:37][C:38]3[CH:45]=[CH:44][C:41]([CH3:42])=[CH:40][CH:39]=3)=[CH:29][CH:30]=2)[C:6]=1[CH2:32][C:33]([O:35][CH3:36])=[O:34])=[O:4]. The catalyst class is: 3. (2) Reactant: C([O:3][C:4]([C:6]1[C:14]2[C:9](=[CH:10][CH:11]=[C:12]([O:15][C:16]3[CH:21]=[CH:20][CH:19]=[C:18]([Cl:22])[CH:17]=3)[CH:13]=2)[N:8]([C:23]2[CH:28]=[CH:27][C:26]([N:29]([CH2:32][CH3:33])[CH2:30][CH3:31])=[CH:25][CH:24]=2)[C:7]=1[CH2:34][C:35]([O:37]CC)=[O:36])=[O:5])C.[OH-].[Na+].Cl. Product: [C:35]([CH2:34][C:7]1[N:8]([C:23]2[CH:24]=[CH:25][C:26]([N:29]([CH2:30][CH3:31])[CH2:32][CH3:33])=[CH:27][CH:28]=2)[C:9]2[C:14]([C:6]=1[C:4]([OH:5])=[O:3])=[CH:13][C:12]([O:15][C:16]1[CH:21]=[CH:20][CH:19]=[C:18]([Cl:22])[CH:17]=1)=[CH:11][CH:10]=2)([OH:37])=[O:36]. The catalyst class is: 12.